Dataset: Reaction yield outcomes from USPTO patents with 853,638 reactions. Task: Predict the reaction yield, written as a fraction of the theoretical maximum amount of product (1.0 means a 100% yield; for example, 0.34 means a 34% yield). (1) The reactants are [CH:1]1([O:7][C:8]2[CH:13]=[CH:12][CH:11]=[CH:10][C:9]=2[NH:14][C:15](=[O:17])[CH3:16])[CH2:6][CH2:5][CH2:4][CH:3]=[CH:2]1.ClCCl.C(OCC)(=[O:23])C. No catalyst specified. The product is [CH:2]12[O:23][CH:3]1[CH2:4][CH2:5][CH2:6][CH:1]2[O:7][C:8]1[CH:13]=[CH:12][CH:11]=[CH:10][C:9]=1[NH:14][C:15](=[O:17])[CH3:16]. The yield is 0.730. (2) The reactants are [CH:1]([O:4][NH:5][S:6]([C:9]1[CH:14]=[CH:13][CH:12]=[C:11]([N+:15]([O-])=O)[CH:10]=1)(=[O:8])=[O:7])([CH3:3])[CH3:2]. The catalyst is [Pd].[O-]S([O-])(=O)=O.[Ba+2]. The product is [NH2:15][C:11]1[CH:10]=[C:9]([S:6]([NH:5][O:4][CH:1]([CH3:3])[CH3:2])(=[O:7])=[O:8])[CH:14]=[CH:13][CH:12]=1. The yield is 0.960. (3) The yield is 0.708. The reactants are [CH3:1][O:2][C:3]1[CH:8]=[CH:7][C:6]([CH2:9]O)=[C:5]([CH3:11])[CH:4]=1.P(Br)(Br)[Br:13]. The catalyst is ClCCl. The product is [Br:13][CH2:9][C:6]1[CH:7]=[CH:8][C:3]([O:2][CH3:1])=[CH:4][C:5]=1[CH3:11].